This data is from Forward reaction prediction with 1.9M reactions from USPTO patents (1976-2016). The task is: Predict the product of the given reaction. (1) Given the reactants Cl.[SH:2][C:3]1[N:8]=[C:7]([CH3:9])[CH:6]=[CH:5][N:4]=1.[CH:10](N(C(C)C)CC)(C)C.COC(OC)N(C)C, predict the reaction product. The product is: [CH3:9][C:7]1[CH:6]=[CH:5][N:4]=[C:3]([S:2][CH3:10])[N:8]=1. (2) Given the reactants Cl[C:2]1[N:11]=[C:10]([NH:12][CH2:13][CH:14]([C:21]2[CH:26]=[CH:25][CH:24]=[C:23](Cl)[N:22]=2)[C:15]2[CH:20]=[CH:19][CH:18]=[CH:17][CH:16]=2)[C:9]2[C:4](=[CH:5][CH:6]=[CH:7][CH:8]=2)[N:3]=1.[NH:28]1[C:36]2[C:31](=[CH:32][C:33](B(O)O)=[CH:34][CH:35]=2)[CH:30]=[CH:29]1.C(NC1[C:63]2[C:58](=[CH:59][CH:60]=[CH:61][CH:62]=2)[N:57]=[C:56]([C:64]2SC3C=CC=CC=3C=2)N=1)(C1C=CC=CC=1)C1C=CC=CC=1, predict the reaction product. The product is: [NH:28]1[C:36]2[C:31](=[CH:32][C:33]([C:23]3[N:22]=[C:21]([CH:14]([C:15]4[CH:20]=[CH:19][CH:18]=[CH:17][CH:16]=4)[CH2:13][NH:12][C:10]4[C:9]5[C:4](=[CH:5][CH:6]=[CH:7][CH:8]=5)[N:3]=[C:2]([C:61]5[CH:62]=[C:63]6[C:58](=[CH:59][CH:60]=5)[NH:57][CH:56]=[CH:64]6)[N:11]=4)[CH:26]=[CH:25][CH:24]=3)=[CH:34][CH:35]=2)[CH:30]=[CH:29]1. (3) Given the reactants Cl[CH2:2][CH2:3][CH2:4][N:5]1[C:14]2[C:9](=[CH:10][C:11]([N+:15]([O-:17])=[O:16])=[CH:12][CH:13]=2)[CH2:8][CH2:7][C:6]1=[O:18].Cl.[CH3:20][NH:21][CH3:22].[I-].[K+].C(=O)([O-])[O-].[K+].[K+], predict the reaction product. The product is: [CH3:20][N:21]([CH3:22])[CH2:2][CH2:3][CH2:4][N:5]1[C:14]2[C:9](=[CH:10][C:11]([N+:15]([O-:17])=[O:16])=[CH:12][CH:13]=2)[CH2:8][CH2:7][C:6]1=[O:18]. (4) Given the reactants [C:1]([O:5][C:6](=[O:18])[NH:7][C:8]1[CH:13]=[CH:12][C:11]([Br:14])=[C:10]([N+:15]([O-:17])=[O:16])[N:9]=1)([CH3:4])([CH3:3])[CH3:2].[CH2:19]1CCN2C(=NCCC2)CC1.CI, predict the reaction product. The product is: [C:1]([O:5][C:6](=[O:18])[N:7]([C:8]1[CH:13]=[CH:12][C:11]([Br:14])=[C:10]([N+:15]([O-:17])=[O:16])[N:9]=1)[CH3:19])([CH3:4])([CH3:2])[CH3:3]. (5) Given the reactants Br[C:2]1[CH:3]=[CH:4][C:5]2[C:14]3[C:9](=[C:10]4[CH:18]=[CH:17][C:16]([C:19]5[NH:23][C:22]([C@@H:24]6[CH2:28][CH2:27][CH2:26][N:25]6[C:29](=[O:39])[C@@H:30]([NH:34][C:35](=[O:38])[O:36][CH3:37])[CH:31]([CH3:33])[CH3:32])=[N:21][CH:20]=5)=[CH:15][C:11]4=[CH:12][CH:13]=3)[O:8][CH2:7][C:6]=2[CH:40]=1.B1(B2OC(C)(C)C(C)(C)O2)OC(C)(C)C(C)(C)O1.C([O-])(=O)C.[K+].Br[C:65]1[NH:69][C:68]([C@@H:70]2[CH2:74][CH2:73][CH2:72][N:71]2[C:75]([O:77][C:78]([CH3:81])([CH3:80])[CH3:79])=[O:76])=[N:67][CH:66]=1.C(=O)([O-])[O-].[K+].[K+], predict the reaction product. The product is: [CH3:37][O:36][C:35]([NH:34][C@@H:30]([CH:31]([CH3:32])[CH3:33])[C:29]([N:25]1[CH2:26][CH2:27][CH2:28][C@H:24]1[C:22]1[NH:23][C:19]([C:16]2[CH:17]=[CH:18][C:10]3[C:11]([CH:15]=2)=[CH:12][CH:13]=[C:14]2[C:9]=3[O:8][CH2:7][C:6]3[CH:40]=[C:2]([C:65]4[NH:69][C:68]([C@@H:70]5[CH2:74][CH2:73][CH2:72][N:71]5[C:75]([O:77][C:78]([CH3:81])([CH3:80])[CH3:79])=[O:76])=[N:67][CH:66]=4)[CH:3]=[CH:4][C:5]2=3)=[CH:20][N:21]=1)=[O:39])=[O:38].